From a dataset of Forward reaction prediction with 1.9M reactions from USPTO patents (1976-2016). Predict the product of the given reaction. (1) Given the reactants [Cl:1][C:2]1[CH:25]=[CH:24][C:5]([C:6]([N:8]2[C:16]3[C:11](=[CH:12][C:13]([O:17][CH3:18])=[CH:14][CH:15]=3)[C:10]([CH2:19][C:20]([OH:22])=[O:21])=[C:9]2[CH3:23])=[O:7])=[CH:4][CH:3]=1.CNC1(NC)C=CN=CC1.[CH3:36][N:37]([CH3:51])[CH2:38][C@H:39]([CH3:50])[C@H:40]([C:43]1[CH:44]=[C:45](O)[CH:46]=[CH:47][CH:48]=1)[CH2:41][CH3:42].C1(N=C=NC2CCCCC2)CCCCC1, predict the reaction product. The product is: [Cl:1][C:2]1[CH:25]=[CH:24][C:5]([C:6]([N:8]2[C:16]3[C:11](=[CH:12][C:13]([O:17][CH3:18])=[CH:14][CH:15]=3)[C:10]([CH2:19][C:20]([O:22][C:47]3[CH:46]=[CH:45][CH:44]=[C:43]([C@H:40]([CH2:41][CH3:42])[C@@H:39]([CH3:50])[CH2:38][N:37]([CH3:51])[CH3:36])[CH:48]=3)=[O:21])=[C:9]2[CH3:23])=[O:7])=[CH:4][CH:3]=1. (2) Given the reactants [Cl:1][C:2]1[CH:6]=[CH:5][S:4][C:3]=1[C:7](Cl)=[O:8].[F:10][C:11]([F:24])([F:23])[O:12][C:13]1[CH:22]=[CH:21][C:16]([C:17](=[N:19]O)[NH2:18])=[CH:15][CH:14]=1.N1C=CC=CC=1.O, predict the reaction product. The product is: [Cl:1][C:2]1[CH:6]=[CH:5][S:4][C:3]=1[C:7]1[O:8][N:19]=[C:17]([C:16]2[CH:15]=[CH:14][C:13]([O:12][C:11]([F:10])([F:23])[F:24])=[CH:22][CH:21]=2)[N:18]=1. (3) Given the reactants [N:1]1([S:6]([O:9][C:10]2[CH:15]=[CH:14][CH:13]=[CH:12][CH:11]=2)(=[O:8])=[O:7])[CH:5]=[CH:4][N:3]=[CH:2]1.[O:16](C)[S:17]([C:20]([F:23])([F:22])[F:21])(=[O:19])=[O:18], predict the reaction product. The product is: [O-:19][S:17]([C:20]([F:23])([F:22])[F:21])(=[O:18])=[O:16].[CH3:20][N+:3]1[CH:4]=[CH:5][N:1]([S:6]([O:9][C:10]2[CH:15]=[CH:14][CH:13]=[CH:12][CH:11]=2)(=[O:8])=[O:7])[CH:2]=1. (4) Given the reactants [N:1]1[C:10]2[N:9]3[CH2:11][CH2:12][O:13][CH2:14][CH:8]3[CH2:7][NH:6][C:5]=2[CH:4]=[N:3][C:2]=1[C:15]1[C:23]2[C:18](=[CH:19][C:20]([O:24][CH3:25])=[CH:21][CH:22]=2)[N:17](C(OC(C)(C)C)=O)[CH:16]=1.C(Cl)Cl.[C:36]([OH:42])([C:38]([F:41])([F:40])[F:39])=[O:37], predict the reaction product. The product is: [C:36]([OH:42])([C:38]([F:41])([F:40])[F:39])=[O:37].[CH3:25][O:24][C:20]1[CH:19]=[C:18]2[C:23]([C:15]([C:2]3[N:3]=[CH:4][C:5]4[NH:6][CH2:7][CH:8]5[CH2:14][O:13][CH2:12][CH2:11][N:9]5[C:10]=4[N:1]=3)=[CH:16][NH:17]2)=[CH:22][CH:21]=1. (5) Given the reactants [CH2:1]([CH:5]1[CH2:10][CH:9]([OH:11])[CH2:8][CH2:7][NH:6]1)[CH:2]([CH3:4])[CH3:3].C([O-])(O)=O.[Na+].[CH3:17][C:18]([O:21][C:22](O[C:22]([O:21][C:18]([CH3:20])([CH3:19])[CH3:17])=[O:23])=[O:23])([CH3:20])[CH3:19], predict the reaction product. The product is: [C:18]([O:21][C:22]([N:6]1[CH2:7][CH2:8][CH:9]([OH:11])[CH2:10][CH:5]1[CH2:1][CH:2]([CH3:4])[CH3:3])=[O:23])([CH3:20])([CH3:19])[CH3:17].